From a dataset of Full USPTO retrosynthesis dataset with 1.9M reactions from patents (1976-2016). Predict the reactants needed to synthesize the given product. (1) Given the product [ClH:1].[CH3:21][C:22]1[C:26]([CH2:27][N:18]2[CH2:19][CH2:20][N:15]([C:10]3[C:9]([C:3]4[CH:4]=[CH:5][CH:6]=[CH:7][CH:8]=4)=[N:14][CH:13]=[CH:12][N:11]=3)[CH2:16][CH2:17]2)=[CH:25][NH:24][N:23]=1, predict the reactants needed to synthesize it. The reactants are: [ClH:1].Cl.[C:3]1([C:9]2[C:10]([N:15]3[CH2:20][CH2:19][NH:18][CH2:17][CH2:16]3)=[N:11][CH:12]=[CH:13][N:14]=2)[CH:8]=[CH:7][CH:6]=[CH:5][CH:4]=1.[CH3:21][C:22]1[C:26]([CH:27]=O)=[CH:25][NH:24][N:23]=1.C(O[BH-](OC(=O)C)OC(=O)C)(=O)C.[Na+].[OH-].[Na+].Cl. (2) Given the product [Br:17][C:14]1[CH:15]=[CH:16][C:11]([N:8]2[CH2:9][CH2:10][CH:6]([N:19]([CH2:20][CH3:21])[CH3:18])[CH2:7]2)=[N:12][CH:13]=1, predict the reactants needed to synthesize it. The reactants are: CS(O[CH:6]1[CH2:10][CH2:9][N:8]([C:11]2[CH:16]=[CH:15][C:14]([Br:17])=[CH:13][N:12]=2)[CH2:7]1)(=O)=O.[CH3:18][NH:19][CH2:20][CH3:21]. (3) The reactants are: [CH2:1]([N:8](C)[C:9]1[CH:10]=[C:11]([CH:21]=[CH:22][CH:23]=1)[CH2:12][NH:13][C:14](=[O:20])[O:15][C:16]([CH3:19])([CH3:18])[CH3:17])C1C=CC=CC=1. Given the product [CH3:1][NH:8][C:9]1[CH:10]=[C:11]([CH:21]=[CH:22][CH:23]=1)[CH2:12][NH:13][C:14](=[O:20])[O:15][C:16]([CH3:19])([CH3:17])[CH3:18], predict the reactants needed to synthesize it. (4) Given the product [O:18]=[C:16]([NH:30][CH2:29][C:28]1[CH:27]=[CH:26][C:25]([C:24]([F:23])([F:33])[F:34])=[CH:32][CH:31]=1)[CH2:15][C:12]1[CH:11]=[CH:10][C:9]([O:8][CH2:7][C:6]2[CH:19]=[CH:20][CH:21]=[CH:22][C:5]=2[C:3]([O:2][CH3:1])=[O:4])=[CH:14][CH:13]=1, predict the reactants needed to synthesize it. The reactants are: [CH3:1][O:2][C:3]([C:5]1[CH:22]=[CH:21][CH:20]=[CH:19][C:6]=1[CH2:7][O:8][C:9]1[CH:14]=[CH:13][C:12]([CH2:15][C:16]([OH:18])=O)=[CH:11][CH:10]=1)=[O:4].[F:23][C:24]([F:34])([F:33])[C:25]1[CH:32]=[CH:31][C:28]([CH2:29][NH2:30])=[CH:27][CH:26]=1.C(Cl)CCl.Cl. (5) Given the product [CH3:1][O:2][C:3](=[O:19])[C:4]1[CH:9]=[CH:8][CH:7]=[C:6]([O:10][CH2:11][C:12]([OH:14])=[O:13])[CH:5]=1, predict the reactants needed to synthesize it. The reactants are: [CH3:1][O:2][C:3](=[O:19])[C:4]1[CH:9]=[CH:8][CH:7]=[C:6]([O:10][CH2:11][C:12]([O:14]C(C)(C)C)=[O:13])[CH:5]=1.FC(F)(F)C(O)=O. (6) The reactants are: [CH:1]([N:4]1[CH2:9][CH2:8][N:7]([C:10]([C:12]2[CH:17]=[CH:16][C:15]([CH2:18][N:19]3[CH2:24][CH2:23][O:22][CH2:21][CH2:20]3)=[CH:14][CH:13]=2)=[O:11])[CH2:6][CH2:5]1)([CH3:3])[CH3:2].[ClH:25].CC(OC)(C)C. Given the product [OH2:11].[ClH:25].[ClH:25].[CH:1]([N:4]1[CH2:9][CH2:8][N:7]([C:10]([C:12]2[CH:13]=[CH:14][C:15]([CH2:18][N:19]3[CH2:20][CH2:21][O:22][CH2:23][CH2:24]3)=[CH:16][CH:17]=2)=[O:11])[CH2:6][CH2:5]1)([CH3:3])[CH3:2], predict the reactants needed to synthesize it.